This data is from Full USPTO retrosynthesis dataset with 1.9M reactions from patents (1976-2016). The task is: Predict the reactants needed to synthesize the given product. (1) Given the product [CH2:30]([C:22]1[C:23]2[C:28](=[CH:27][C:26]([F:29])=[CH:25][CH:24]=2)[N:20]([S:17]([C:15]2[CH:14]=[CH:13][C:12]([O:32][CH3:33])=[C:11]([N:8]3[CH2:7][CH2:6][NH:5][CH2:10][CH2:9]3)[CH:16]=2)(=[O:19])=[O:18])[CH:21]=1)[CH3:31], predict the reactants needed to synthesize it. The reactants are: ClC(Cl)(Cl)C([N:5]1[CH2:10][CH2:9][N:8]([C:11]2[CH:16]=[C:15]([S:17]([N:20]3[C:28]4[C:23](=[CH:24][CH:25]=[C:26]([F:29])[CH:27]=4)[C:22]([CH2:30][CH3:31])=[CH:21]3)(=[O:19])=[O:18])[CH:14]=[CH:13][C:12]=2[O:32][CH3:33])[CH2:7][CH2:6]1)=O.[OH-].[K+]. (2) Given the product [Cl:16][C:17]1[N:18]=[N:19][C:20]([N:13]2[CH:14]=[C:10]([C:9]#[C:8][C:4]3[CH:5]=[CH:6][CH:7]=[C:2]([Cl:1])[CH:3]=3)[N:11]=[C:12]2[CH3:15])=[CH:21][CH:22]=1, predict the reactants needed to synthesize it. The reactants are: [Cl:1][C:2]1[CH:3]=[C:4]([C:8]#[C:9][C:10]2[N:11]=[C:12]([CH3:15])[NH:13][CH:14]=2)[CH:5]=[CH:6][CH:7]=1.[Cl:16][C:17]1[N:18]=[N:19][C:20](Cl)=[CH:21][CH:22]=1. (3) Given the product [CH:13]1[C:22]2[C:16]([CH:17]=[CH:18][CH:19]=[CH:20][CH:21]=2)=[CH:15][C:14]=1[CH2:23][C:24]1[CH:25]=[CH:26][C:27]([OH:69])=[C:28]([C@@H:30]2[O:59][C@H:58]([CH2:60][OH:61])[C@@H:49]([OH:50])[C@H:40]([OH:41])[C@H:31]2[OH:32])[CH:29]=1, predict the reactants needed to synthesize it. The reactants are: [Cl-].[Al+3].[Cl-].[Cl-].C1(OC)C=CC=CC=1.[CH:13]1[C:22]2[C:16]([CH:17]=[CH:18][CH:19]=[CH:20][CH:21]=2)=[CH:15][C:14]=1[CH2:23][C:24]1[CH:25]=[CH:26][C:27]([O:69]CC2C=CC=CC=2)=[C:28]([C@@H:30]2[O:59][C@H:58]([CH2:60][O:61]CC3C=CC=CC=3)[C@@H:49]([O:50]CC3C=CC=CC=3)[C@H:40]([O:41]CC3C=CC=CC=3)[C@H:31]2[O:32]CC2C=CC=CC=2)[CH:29]=1.O. (4) Given the product [CH3:19][C:20]1[CH:21]=[CH:22][C:23]([C:2]2[CH:3]=[C:4]([CH:9]=[C:10]([C:12]([N:14]3[CH2:18][CH2:17][CH2:16][CH2:15]3)=[O:13])[CH:11]=2)[C:5]([O:7][CH3:8])=[O:6])=[N:24][CH:25]=1, predict the reactants needed to synthesize it. The reactants are: Br[C:2]1[CH:3]=[C:4]([CH:9]=[C:10]([C:12]([N:14]2[CH2:18][CH2:17][CH2:16][CH2:15]2)=[O:13])[CH:11]=1)[C:5]([O:7][CH3:8])=[O:6].[CH3:19][C:20]1[CH:21]=[CH:22][C:23]([Sn](CCCC)(CCCC)CCCC)=[N:24][CH:25]=1.